Predict the product of the given reaction. From a dataset of Forward reaction prediction with 1.9M reactions from USPTO patents (1976-2016). (1) Given the reactants [F:1][C:2]1[CH:7]=[CH:6][CH:5]=[CH:4][C:3]=1[N:8]1[C:12]([C:13]2[CH:18]=[CH:17][CH:16]=[CH:15][C:14]=2[C:19]2[CH:24]=[CH:23][CH:22]=[CH:21][C:20]=2O)=[N:11][N:10]=[N:9]1.[CH3:26][S:27]C1C=CC=CC=1B(O)O, predict the reaction product. The product is: [F:1][C:2]1[CH:7]=[CH:6][CH:5]=[CH:4][C:3]=1[N:8]1[C:12]([C:13]2[CH:18]=[CH:17][CH:16]=[CH:15][C:14]=2[C:19]2[CH:24]=[CH:23][CH:22]=[CH:21][C:20]=2[S:27][CH3:26])=[N:11][N:10]=[N:9]1. (2) The product is: [CH2:19]([N:12]1[C:13]2[C:9](=[CH:8][CH:7]=[CH:6][C:5]=2[CH:3]=[CH2:4])[CH:10]=[CH:11]1)[CH2:18][CH2:17][CH:16]=[CH2:15]. Given the reactants [H-].[Na+].[CH:3]([C:5]1[CH:6]=[CH:7][CH:8]=[C:9]2[C:13]=1[NH:12][CH:11]=[CH:10]2)=[CH2:4].Br[CH2:15][CH2:16][CH2:17][CH:18]=[CH2:19].O, predict the reaction product. (3) Given the reactants [CH2:1]([O:3][P:4](/[CH:9]=[CH:10]/[C:11]1[C:12]([O:22][CH2:23][C:24]2[CH:44]=[CH:43][C:27]([O:28][CH2:29][C:30]3[N:31]=[C:32](/[CH:36]=[CH:37]/[C:38]([O:40]CC)=[O:39])[O:33][C:34]=3[CH3:35])=[C:26]([O:45][CH3:46])[CH:25]=2)=[N:13][N:14]([C:16]2[CH:21]=[CH:20][CH:19]=[CH:18][CH:17]=2)[CH:15]=1)([O:6][CH2:7][CH3:8])=[O:5])[CH3:2].O1CCCC1.[OH-].[Na+].Cl, predict the reaction product. The product is: [CH2:7]([O:6][P:4](/[CH:9]=[CH:10]/[C:11]1[C:12]([O:22][CH2:23][C:24]2[CH:44]=[CH:43][C:27]([O:28][CH2:29][C:30]3[N:31]=[C:32](/[CH:36]=[CH:37]/[C:38]([OH:40])=[O:39])[O:33][C:34]=3[CH3:35])=[C:26]([O:45][CH3:46])[CH:25]=2)=[N:13][N:14]([C:16]2[CH:21]=[CH:20][CH:19]=[CH:18][CH:17]=2)[CH:15]=1)([O:3][CH2:1][CH3:2])=[O:5])[CH3:8]. (4) Given the reactants [Br:1][C:2]1[CH:7]=[CH:6][C:5]([CH2:8][CH:9]([NH2:11])[CH3:10])=[CH:4][CH:3]=1.C([O-])([O-])=O.[Na+].[Na+].[C:18](O[C:18]([O:20][C:21]([CH3:24])([CH3:23])[CH3:22])=[O:19])([O:20][C:21]([CH3:24])([CH3:23])[CH3:22])=[O:19].O, predict the reaction product. The product is: [Br:1][C:2]1[CH:3]=[CH:4][C:5]([CH2:8][CH:9]([NH:11][C:18](=[O:19])[O:20][C:21]([CH3:24])([CH3:23])[CH3:22])[CH3:10])=[CH:6][CH:7]=1. (5) The product is: [CH3:31][O:30][C:28]([CH2:27][CH2:26][NH:25][C:21]([CH:22]=[CH:23][C:2]1[CH:11]=[CH:10][C:9]2[NH:8][C:7](=[O:12])[C:6]3[NH:13][CH:14]=[CH:15][C:5]=3[C:4]=2[CH:3]=1)=[O:24])=[O:29].[CH2:16]([C:18]([O-:20])=[O:19])[CH3:17]. Given the reactants Br[C:2]1[CH:11]=[CH:10][C:9]2[NH:8][C:7](=[O:12])[C:6]3[NH:13][CH:14]=[CH:15][C:5]=3[C:4]=2[CH:3]=1.[CH2:16]([C:18]([O-:20])=[O:19])[CH3:17].[C:21]([NH:25][CH2:26][CH2:27][C:28]([O:30][CH3:31])=[O:29])(=[O:24])[CH:22]=[CH2:23], predict the reaction product.